From a dataset of NCI-60 drug combinations with 297,098 pairs across 59 cell lines. Regression. Given two drug SMILES strings and cell line genomic features, predict the synergy score measuring deviation from expected non-interaction effect. (1) Synergy scores: CSS=26.8, Synergy_ZIP=-0.366, Synergy_Bliss=0.196, Synergy_Loewe=-17.5, Synergy_HSA=-1.05. Drug 2: N.N.Cl[Pt+2]Cl. Drug 1: CN1C2=C(C=C(C=C2)N(CCCl)CCCl)N=C1CCCC(=O)O.Cl. Cell line: SF-295. (2) Drug 1: CC1=C(C=C(C=C1)NC2=NC=CC(=N2)N(C)C3=CC4=NN(C(=C4C=C3)C)C)S(=O)(=O)N.Cl. Drug 2: C1C(C(OC1N2C=C(C(=O)NC2=O)F)CO)O. Cell line: HT29. Synergy scores: CSS=36.1, Synergy_ZIP=-1.34, Synergy_Bliss=-3.52, Synergy_Loewe=-27.9, Synergy_HSA=-5.03. (3) Drug 1: C1=CC(=CC=C1CCC2=CNC3=C2C(=O)NC(=N3)N)C(=O)NC(CCC(=O)O)C(=O)O. Drug 2: CC(C1=C(C=CC(=C1Cl)F)Cl)OC2=C(N=CC(=C2)C3=CN(N=C3)C4CCNCC4)N. Cell line: UACC-257. Synergy scores: CSS=-1.28, Synergy_ZIP=-3.13, Synergy_Bliss=-4.81, Synergy_Loewe=-7.92, Synergy_HSA=-4.75. (4) Drug 1: C1CCN(CC1)CCOC2=CC=C(C=C2)C(=O)C3=C(SC4=C3C=CC(=C4)O)C5=CC=C(C=C5)O. Drug 2: CC(CN1CC(=O)NC(=O)C1)N2CC(=O)NC(=O)C2. Cell line: HCC-2998. Synergy scores: CSS=13.7, Synergy_ZIP=3.98, Synergy_Bliss=6.77, Synergy_Loewe=4.86, Synergy_HSA=3.86.